From a dataset of Forward reaction prediction with 1.9M reactions from USPTO patents (1976-2016). Predict the product of the given reaction. Given the reactants [NH2:1][C:2]1[NH:7][C:6]([S:8][CH2:9][C:10]2[CH:15]=[CH:14][CH:13]=[CH:12][CH:11]=2)=[N:5][C:4](=[O:16])[C:3]=1[S:17][C:18]#[N:19].O, predict the reaction product. The product is: [NH2:19][C:18]1[S:17][C:3]2[C:4](=[O:16])[N:5]=[C:6]([S:8][CH2:9][C:10]3[CH:15]=[CH:14][CH:13]=[CH:12][CH:11]=3)[NH:7][C:2]=2[N:1]=1.